Dataset: Choline transporter screen with 302,306 compounds. Task: Binary Classification. Given a drug SMILES string, predict its activity (active/inactive) in a high-throughput screening assay against a specified biological target. (1) The molecule is Brc1ccc(C(=O)N\N=C(/CC)c2ccccc2)cc1. The result is 0 (inactive). (2) The compound is O=C(NCC(c1ccccc1)c1ccccc1)c1ncc(nc1)C. The result is 0 (inactive). (3) The drug is Fc1ccc(N2CCN(CC2)C(=O)CN2c3c(OC(C2=O)CC)ccc(c3)C)cc1. The result is 0 (inactive). (4) The compound is Clc1c(ncc(c1)C(F)(F)F)C(\C=N\OC)C#N. The result is 0 (inactive). (5) The drug is S(CCSc1[nH]c(cc(=O)n1)C)c1ccc(cc1)C. The result is 0 (inactive). (6) The drug is S(=O)(=O)(N1CCN(CC1)CC)c1ccc(cc1)C(=O)Nc1sc2c(CCN(C2)CC)c1C(=O)N. The result is 0 (inactive). (7) The molecule is O=C(N1CCN(CC1)C(OCC)=O)C1CN(C(=O)CC1)CCCc1ccccc1. The result is 0 (inactive). (8) The molecule is s1c(CC(=O)N\N=C\C=C/c2c([N+]([O-])=O)cccc2)ccc1. The result is 0 (inactive).